From a dataset of Forward reaction prediction with 1.9M reactions from USPTO patents (1976-2016). Predict the product of the given reaction. (1) The product is: [CH3:38][S:39]([OH:42])(=[O:41])=[O:40].[C:1](/[C:3](/[C:28]1[CH:33]=[CH:32][C:31]([O:34][CH3:35])=[C:30]([O:36][CH3:37])[CH:29]=1)=[CH:4]\[C:5]1[S:9][C:8]([N:10]2[CH2:11][CH2:12][CH:13]([O:16][C:17](=[O:27])[CH2:18][N:19]3[CH2:26][CH2:25][CH2:24][CH2:23][CH2:22][CH2:21][CH2:20]3)[CH2:14][CH2:15]2)=[CH:7][CH:6]=1)#[N:2]. Given the reactants [C:1](/[C:3](/[C:28]1[CH:33]=[CH:32][C:31]([O:34][CH3:35])=[C:30]([O:36][CH3:37])[CH:29]=1)=[CH:4]\[C:5]1[S:9][C:8]([N:10]2[CH2:15][CH2:14][CH:13]([O:16][C:17](=[O:27])[CH2:18][N:19]3[CH2:26][CH2:25][CH2:24][CH2:23][CH2:22][CH2:21][CH2:20]3)[CH2:12][CH2:11]2)=[CH:7][CH:6]=1)#[N:2].[CH3:38][S:39]([OH:42])(=[O:41])=[O:40], predict the reaction product. (2) Given the reactants [CH3:1][N:2]([C@@H:7]([C:9]1[O:10][C:11]2[CH:18]=[CH:17][CH:16]=[CH:15][C:12]=2[C:13]=1[CH3:14])[CH3:8])[C:3](=[O:6])[CH:4]=[CH2:5].Br[C:20]1[CH:33]=[N:32][C:23]2[NH:24][C:25](=[O:31])[C:26]([CH3:30])([CH3:29])[CH2:27][O:28][C:22]=2[CH:21]=1.CCN(C(C)C)C(C)C, predict the reaction product. The product is: [CH3:29][C:26]1([CH3:30])[C:25](=[O:31])[NH:24][C:23]2[N:32]=[CH:33][C:20]([CH:5]=[CH:4][C:3]([N:2]([CH3:1])[C@@H:7]([C:9]3[O:10][C:11]4[CH:18]=[CH:17][CH:16]=[CH:15][C:12]=4[C:13]=3[CH3:14])[CH3:8])=[O:6])=[CH:21][C:22]=2[O:28][CH2:27]1. (3) Given the reactants [N+:1]([C:4]1[CH:9]=[CH:8][C:7]([CH3:10])=[CH:6][CH:5]=1)([O-:3])=[O:2].[OH:11]N1C(=O)N(O)C(=O)N(O)C1=O.[C:23]([OH:26])(=[O:25])[CH3:24], predict the reaction product. The product is: [N+:1]([C:4]1[CH:9]=[CH:8][C:24]([C:23]([OH:26])=[O:25])=[CH:6][CH:5]=1)([O-:3])=[O:2].[N+:1]([C:4]1[CH:9]=[CH:8][C:7]([CH:10]=[O:11])=[CH:6][CH:5]=1)([O-:3])=[O:2]. (4) Given the reactants [CH3:1][Si:2]([CH3:39])([CH3:38])[CH2:3][CH2:4][O:5][CH2:6][N:7]([CH2:30][O:31][CH2:32][CH2:33][Si:34]([CH3:37])([CH3:36])[CH3:35])[C:8]1[N:13]2[N:14]=[CH:15][C:16](I)=[C:12]2[N:11]=[C:10]([CH2:18][C:19]2[CH:24]=[CH:23][C:22]([CH2:25][C:26]([O:28][CH3:29])=[O:27])=[CH:21][CH:20]=2)[CH:9]=1.[O-]P([O-])([O-])=O.[K+].[K+].[K+].O1[CH2:53][CH2:52]OCC1, predict the reaction product. The product is: [CH3:1][Si:2]([CH3:39])([CH3:38])[CH2:3][CH2:4][O:5][CH2:6][N:7]([CH2:30][O:31][CH2:32][CH2:33][Si:34]([CH3:37])([CH3:36])[CH3:35])[C:8]1[N:13]2[N:14]=[CH:15][C:16]([C:16]3[CH:12]=[N:11][C:10]4[C:52]([CH:53]=3)=[CH:21][CH:20]=[CH:19][CH:18]=4)=[C:12]2[N:11]=[C:10]([CH2:18][C:19]2[CH:24]=[CH:23][C:22]([CH2:25][C:26]([O:28][CH3:29])=[O:27])=[CH:21][CH:20]=2)[CH:9]=1. (5) Given the reactants [NH2:1][C@H:2]([C:4]1[C:5](=[O:15])[NH:6][C:7]2[C:12]([N:13]=1)=[CH:11][C:10]([Cl:14])=[CH:9][CH:8]=2)[CH3:3].F[C:17]1[C:22](=[O:23])[N:21]([CH3:24])[C:20]([C:25]#[N:26])=[CH:19][CH:18]=1.CCN(C(C)C)C(C)C, predict the reaction product. The product is: [Cl:14][C:10]1[CH:11]=[C:12]2[C:7]([NH:6][C:5](=[O:15])[C:4]([C@@H:2]([NH:1][C:17]3[C:22](=[O:23])[N:21]([CH3:24])[C:20]([C:25]#[N:26])=[CH:19][CH:18]=3)[CH3:3])=[N:13]2)=[CH:8][CH:9]=1. (6) Given the reactants [CH2:1]([N:8]1[C:13](=[O:14])[C:12]2=[CH:15][CH:16]=[CH:17][N:11]2[N:10]=[C:9]1[CH:18]([NH:21][CH:22]1[CH2:27][CH2:26][CH2:25][CH2:24][CH2:23]1)[CH2:19][CH3:20])[C:2]1[CH:7]=[CH:6][CH:5]=[CH:4][CH:3]=1.[C:28](Cl)(=[O:35])[C:29]1[CH:34]=[CH:33][CH:32]=[CH:31][CH:30]=1.C(N(CC)CC)C, predict the reaction product. The product is: [CH2:1]([N:8]1[C:13](=[O:14])[C:12]2=[CH:15][CH:16]=[CH:17][N:11]2[N:10]=[C:9]1[CH:18]([N:21]([CH:22]1[CH2:27][CH2:26][CH2:25][CH2:24][CH2:23]1)[C:28](=[O:35])[C:29]1[CH:34]=[CH:33][CH:32]=[CH:31][CH:30]=1)[CH2:19][CH3:20])[C:2]1[CH:3]=[CH:4][CH:5]=[CH:6][CH:7]=1. (7) Given the reactants [CH:1]12[B:9]([CH2:10][CH:11]3[CH2:16][CH2:15][N:14]([C:17]([O:19][C:20]([CH3:23])([CH3:22])[CH3:21])=[O:18])[CH2:13][CH2:12]3)[CH:5]([CH2:6][CH2:7][CH2:8]1)[CH2:4][CH2:3][CH2:2]2, predict the reaction product. The product is: [CH2:10]=[C:11]1[CH2:16][CH2:15][N:14]([C:17]([O:19][C:20]([CH3:23])([CH3:22])[CH3:21])=[O:18])[CH2:13][CH2:12]1.[CH:5]12[BH:9][CH:1]([CH2:8][CH2:7][CH2:6]1)[CH2:2][CH2:3][CH2:4]2. (8) Given the reactants [CH2:1]([O:3][Si:4]([O:16][CH2:17][CH3:18])([O:13][CH2:14][CH3:15])[CH2:5][CH2:6][CH2:7][N:8]1[CH2:12][CH2:11][N:10]=[CH:9]1)[CH3:2].[Cl:19][CH2:20][CH2:21][CH2:22][CH3:23], predict the reaction product. The product is: [Cl-:19].[CH2:20]([N+:10]1[CH2:11][CH2:12][N:8]([CH2:7][CH2:6][CH2:5][Si:4]([O:13][CH2:14][CH3:15])([O:16][CH2:17][CH3:18])[O:3][CH2:1][CH3:2])[CH:9]=1)[CH2:21][CH2:22][CH3:23]. (9) Given the reactants [C:1]([O:5][C:6](=[O:25])[CH2:7][N:8]1[C:16]2[C:11](=[CH:12][CH:13]=[C:14]([O:17][Si](C(C)(C)C)(C)C)[CH:15]=2)[CH:10]=[CH:9]1)([CH3:4])([CH3:3])[CH3:2].O.[F-].C([N+](CCCC)(CCCC)CCCC)CCC, predict the reaction product. The product is: [C:1]([O:5][C:6](=[O:25])[CH2:7][N:8]1[C:16]2[C:11](=[CH:12][CH:13]=[C:14]([OH:17])[CH:15]=2)[CH:10]=[CH:9]1)([CH3:4])([CH3:2])[CH3:3].